This data is from Full USPTO retrosynthesis dataset with 1.9M reactions from patents (1976-2016). The task is: Predict the reactants needed to synthesize the given product. (1) The reactants are: [C:1]([CH:5]1[CH2:10][CH2:9][CH:8]([O:11][C:12]2[C:13]([CH:29]3[CH2:31][CH2:30]3)=[C:14]3[C:19](=[CH:20][CH:21]=2)[CH:18]=[C:17]([C@:22]2([CH3:28])[CH2:26][O:25]C(=O)[NH:23]2)[CH:16]=[CH:15]3)[CH2:7][CH2:6]1)([CH3:4])([CH3:3])[CH3:2].C(O)C.O.[OH-].[Li+].O. Given the product [NH2:23][C@@:22]([C:17]1[CH:16]=[CH:15][C:14]2[C:19](=[CH:20][CH:21]=[C:12]([O:11][C@H:8]3[CH2:7][CH2:6][C@H:5]([C:1]([CH3:4])([CH3:3])[CH3:2])[CH2:10][CH2:9]3)[C:13]=2[CH:29]2[CH2:31][CH2:30]2)[CH:18]=1)([CH3:28])[CH2:26][OH:25], predict the reactants needed to synthesize it. (2) Given the product [OH:38][C:35]([CH3:37])([CH3:36])[CH2:34][N:23]1[CH2:22][CH2:21][C:20]2([CH2:26][C:18]3([O:17][C:14]4=[CH:15][N:16]=[C:11]([C:8]5[CH:9]=[CH:10][C:5]([S:2]([CH3:1])(=[O:4])=[O:3])=[CH:6][CH:7]=5)[CH:12]=[C:13]4[CH2:27]3)[CH2:19]2)[CH2:25][CH2:24]1, predict the reactants needed to synthesize it. The reactants are: [CH3:1][S:2]([C:5]1[CH:10]=[CH:9][C:8]([C:11]2[CH:12]=[C:13]3[CH2:27][C:18]4([CH2:26][C:20]5([CH2:25][CH2:24][NH:23][CH2:22][CH2:21]5)[CH2:19]4)[O:17][C:14]3=[CH:15][N:16]=2)=[CH:7][CH:6]=1)(=[O:4])=[O:3].C([O-])([O-])=O.[K+].[K+].[CH3:34][C:35]1([O:38][CH2:37]1)[CH3:36]. (3) Given the product [CH2:47]([O:54][C:55]1[CH:60]=[CH:59][C:58]([C@H:17]2[C@@H:16]([OH:19])[C@H:20]([OH:23])[C@H:21]([C:12]3[CH:11]=[CH:4][C:5]([O:6][CH2:2][C:15]4[CH:29]=[CH:30][CH:25]=[CH:26][CH:27]=4)=[CH:7][CH:8]=3)[N:44]2[C:43]2[CH:42]=[CH:41][C:40]([C:36]([CH3:39])([CH3:37])[CH3:38])=[CH:46][CH:45]=2)=[CH:57][CH:56]=1)[C:48]1[CH:53]=[CH:52][CH:51]=[CH:50][CH:49]=1, predict the reactants needed to synthesize it. The reactants are: C[C:2]1([CH3:15])[O:6][C@H:5]([C@H:7](O)[CH2:8]O)[C@@H:4]([C@H:11](O)[CH2:12]O)O1.[C:16]([OH:19])(=O)[CH3:17].[C:20]([OH:23])(=O)[CH3:21].I[C:25]1[CH:30]=[CH:29]C=[CH:27][CH:26]=1.C([O-])(O)=O.[Na+].[C:36]([C:40]1[CH:46]=[CH:45][C:43]([NH2:44])=[CH:42][CH:41]=1)([CH3:39])([CH3:38])[CH3:37].[CH2:47]([O:54][C:55]1[CH:60]=[CH:59][C:58](B(O)O)=[CH:57][CH:56]=1)[C:48]1[CH:53]=[CH:52][CH:51]=[CH:50][CH:49]=1.FC(F)(F)C(O)C(F)(F)F. (4) Given the product [CH2:18]([NH:1][CH2:2][C@H:3]([NH:10][C:11](=[O:17])[O:12][C:13]([CH3:14])([CH3:16])[CH3:15])[C:4]1[CH:9]=[CH:8][CH:7]=[CH:6][CH:5]=1)[C:19]1[CH:24]=[CH:23][CH:22]=[CH:21][CH:20]=1, predict the reactants needed to synthesize it. The reactants are: [NH2:1][CH2:2][C@H:3]([NH:10][C:11](=[O:17])[O:12][C:13]([CH3:16])([CH3:15])[CH3:14])[C:4]1[CH:9]=[CH:8][CH:7]=[CH:6][CH:5]=1.[CH:18](=O)[C:19]1[CH:24]=[CH:23][CH:22]=[CH:21][CH:20]=1.C(N(CC)CC)C.[BH4-].[Na+]. (5) The reactants are: FC(F)(F)C([NH:5][CH:6]1[C:14]2[C:9](=[CH:10][C:11]([C:15]3[N:19]=[C:18]([CH2:20][CH2:21][CH2:22][CH2:23][CH2:24][CH2:25][CH3:26])[O:17][N:16]=3)=[CH:12][CH:13]=2)[CH2:8][CH2:7]1)=O.[OH-].[Na+]. Given the product [CH2:20]([C:18]1[O:17][N:16]=[C:15]([C:11]2[CH:10]=[C:9]3[C:14](=[CH:13][CH:12]=2)[CH:6]([NH2:5])[CH2:7][CH2:8]3)[N:19]=1)[CH2:21][CH2:22][CH2:23][CH2:24][CH2:25][CH3:26], predict the reactants needed to synthesize it. (6) The reactants are: [CH2:1]=[CH:2][CH2:3][CH2:4][CH2:5][CH2:6][CH2:7][CH2:8][CH2:9][CH2:10][CH3:11].Br[C:13]1[CH:14]=[CH:15][C:16]([F:23])=[C:17]([CH:22]=1)[C:18]([O:20][CH3:21])=[O:19]. Given the product [F:23][C:16]1[CH:15]=[CH:14][C:13]([CH2:11][CH2:10][CH2:9][CH2:8][CH2:7][CH2:6][CH2:5][CH2:4][CH2:3][CH2:2][CH3:1])=[CH:22][C:17]=1[C:18]([O:20][CH3:21])=[O:19], predict the reactants needed to synthesize it. (7) Given the product [C:1]([O:5][C:6]([CH:7]1[CH:26]([C:27]2[CH:32]=[CH:31][CH:30]=[C:29]([Cl:33])[C:28]=2[F:34])[C:23]([C:20]2[N:21]=[CH:22][C:17]([Br:16])=[CH:18][N:19]=2)([C:24]#[N:25])[CH:9]([CH2:10][C:11]([CH3:14])([CH3:13])[CH3:12])[NH:8]1)=[O:15])([CH3:4])([CH3:3])[CH3:2], predict the reactants needed to synthesize it. The reactants are: [C:1]([O:5][C:6](=[O:15])[CH2:7]/[N:8]=[CH:9]/[CH2:10][C:11]([CH3:14])([CH3:13])[CH3:12])([CH3:4])([CH3:3])[CH3:2].[Br:16][C:17]1[CH:18]=[N:19][C:20](/[C:23](=[CH:26]\[C:27]2[CH:32]=[CH:31][CH:30]=[C:29]([Cl:33])[C:28]=2[F:34])/[C:24]#[N:25])=[N:21][CH:22]=1.C(N(CC)CC)C.C1CCN2C(=NCCC2)CC1. (8) Given the product [CH2:1]([C:3]1[N:7]([C:8]2[C:9]([CH3:16])=[C:10]([CH:11]=[CH:12][CH:13]=2)[CH:14]=[O:15])[C:6]2[CH:17]=[C:18]([F:21])[CH:19]=[CH:20][C:5]=2[N:4]=1)[CH3:2], predict the reactants needed to synthesize it. The reactants are: [CH2:1]([C:3]1[N:7]([C:8]2[C:9]([CH3:16])=[C:10]([CH2:14][OH:15])[CH:11]=[CH:12][CH:13]=2)[C:6]2[CH:17]=[C:18]([F:21])[CH:19]=[CH:20][C:5]=2[N:4]=1)[CH3:2].CC(OI1(OC(C)=O)(OC(C)=O)OC(=O)C2C=CC=CC1=2)=O.S([O-])([O-])(=O)=S.[Na+].[Na+].